From a dataset of Forward reaction prediction with 1.9M reactions from USPTO patents (1976-2016). Predict the product of the given reaction. (1) Given the reactants CS(O[CH2:6][C:7]1[C:8]([Cl:14])=[N:9][CH:10]=[C:11]([Cl:13])[CH:12]=1)(=O)=O.[Na+].[I-].[C:17]([O:21][C:22]([N:24]([K])[C:25](=[O:31])[O:26][C:27]([CH3:30])([CH3:29])[CH3:28])=[O:23])([CH3:20])([CH3:19])[CH3:18], predict the reaction product. The product is: [C:17]([O:21][C:22]([N:24]([CH2:6][C:7]1[C:8]([Cl:14])=[N:9][CH:10]=[C:11]([Cl:13])[CH:12]=1)[C:25](=[O:31])[O:26][C:27]([CH3:30])([CH3:29])[CH3:28])=[O:23])([CH3:20])([CH3:19])[CH3:18]. (2) The product is: [ClH:34].[CH2:32]([C:15]1[C:16]2=[CH:17][C:18]3[O:19][CH2:20][C:21]4[N:26]([C:27]=3[CH:28]=[C:29]2[N:13]([C:10]2([CH3:12])[CH2:9][NH:8][CH2:11]2)[CH:14]=1)[C@H:25]([CH3:30])[C:24](=[O:31])[NH:23][N:22]=4)[CH3:33]. Given the reactants C(OC([N:8]1[CH2:11][C:10]([N:13]2[C:29]3[C:16](=[CH:17][C:18]4[O:19][CH2:20][C:21]5[N:26]([C:27]=4[CH:28]=3)[C@H:25]([CH3:30])[C:24](=[O:31])[NH:23][N:22]=5)[C:15]([CH2:32][CH3:33])=[CH:14]2)([CH3:12])[CH2:9]1)=O)(C)(C)C.[ClH:34], predict the reaction product. (3) The product is: [F:1][C:2]1[CH:7]=[CH:6][CH:5]=[CH:4][C:3]=1[N:11]1[CH:15]=[N:14][C:13]([C:16]([OH:18])=[O:17])=[N:12]1. Given the reactants [F:1][C:2]1[CH:7]=[CH:6][CH:5]=[CH:4][C:3]=1B(O)O.[NH:11]1[CH:15]=[N:14][C:13]([C:16]([O:18]C)=[O:17])=[N:12]1.ClC1C=C(N2C=NC(C(O)=O)=N2)C=CC=1, predict the reaction product. (4) Given the reactants C[O:2][C:3](=[O:36])[C@H:4]([CH2:16][C:17]1[CH:22]=[CH:21][C:20]([C:23]2[C:24](=[O:35])[N:25]([CH3:34])[C:26]([CH3:33])=[CH:27][C:28]=2[C:29]([F:32])([F:31])[F:30])=[CH:19][CH:18]=1)[NH:5][C:6]([C:8]1[C:13]([Cl:14])=[CH:12][CH:11]=[CH:10][C:9]=1[Cl:15])=[O:7].[OH-].[Na+], predict the reaction product. The product is: [Cl:15][C:9]1[CH:10]=[CH:11][CH:12]=[C:13]([Cl:14])[C:8]=1[C:6]([NH:5][C@H:4]([C:3]([OH:36])=[O:2])[CH2:16][C:17]1[CH:18]=[CH:19][C:20]([C:23]2[C:24](=[O:35])[N:25]([CH3:34])[C:26]([CH3:33])=[CH:27][C:28]=2[C:29]([F:31])([F:32])[F:30])=[CH:21][CH:22]=1)=[O:7]. (5) Given the reactants [CH2:1]([C:3]1[CH:4]=[N:5][C:6]([O:9][C@H:10]2[C@@H:15]3[CH2:16][C@@H:12]([CH2:13][N:14]3C(OC(C)(C)C)=O)[CH2:11]2)=[N:7][CH:8]=1)[CH3:2].Cl, predict the reaction product. The product is: [CH2:1]([C:3]1[CH:8]=[N:7][C:6]([O:9][C@H:10]2[C@@H:15]3[CH2:16][C@@H:12]([CH2:13][NH:14]3)[CH2:11]2)=[N:5][CH:4]=1)[CH3:2]. (6) Given the reactants [OH:1][C:2]1[C:11]([CH3:12])=[C:10]([CH3:13])[C:9](B2OC(C)(C)C(C)(C)O2)=[CH:8][C:3]=1[C:4]([O:6][CH3:7])=[O:5].Br[CH2:24][C:25]1[CH:30]=[CH:29][C:28]([C:31]2[N:32]=[N:33][N:34]([CH3:36])[CH:35]=2)=[CH:27][CH:26]=1.C(=O)([O-])[O-].[Na+].[Na+].O, predict the reaction product. The product is: [OH:1][C:2]1[C:11]([CH3:12])=[C:10]([CH3:13])[C:9]([CH2:24][C:25]2[CH:30]=[CH:29][C:28]([C:31]3[N:32]=[N:33][N:34]([CH3:36])[CH:35]=3)=[CH:27][CH:26]=2)=[CH:8][C:3]=1[C:4]([O:6][CH3:7])=[O:5]. (7) Given the reactants [CH2:1]([C:5]1[N:6]=[C:7]([NH2:25])[C:8]2[NH:13][N:12]=[C:11]([CH2:14][CH2:15][CH2:16][CH2:17][CH2:18][CH2:19][N:20]3[CH2:24][CH2:23][CH2:22][CH2:21]3)[C:9]=2[N:10]=1)[CH2:2][CH2:3][CH3:4].[C:26]([OH:33])(=[O:32])/[CH:27]=[CH:28]\[C:29]([OH:31])=[O:30], predict the reaction product. The product is: [C:26]([OH:33])(=[O:32])/[CH:27]=[CH:28]\[C:29]([OH:31])=[O:30].[C:26]([OH:33])(=[O:32])/[CH:27]=[CH:28]\[C:29]([OH:31])=[O:30].[CH2:1]([C:5]1[N:6]=[C:7]([NH2:25])[C:8]2[NH:13][N:12]=[C:11]([CH2:14][CH2:15][CH2:16][CH2:17][CH2:18][CH2:19][N:20]3[CH2:24][CH2:23][CH2:22][CH2:21]3)[C:9]=2[N:10]=1)[CH2:2][CH2:3][CH3:4]. (8) The product is: [OH:30][CH2:17][C:18]1[N:13]=[C:11](/[CH:10]=[CH:9]/[C:6]2[CH:5]=[CH:4][C:3]([C:2]([F:14])([F:15])[F:1])=[CH:8][CH:7]=2)[O:12][CH:20]=1. Given the reactants [F:1][C:2]([F:15])([F:14])[C:3]1[CH:8]=[CH:7][C:6](/[CH:9]=[CH:10]/[C:11]([NH2:13])=[O:12])=[CH:5][CH:4]=1.Cl[CH2:17][C:18]([CH2:20]Cl)=O.C1(C)C=CC=CC=1.C(=O)([O-])[O-:30].[K+].[K+], predict the reaction product.